This data is from Forward reaction prediction with 1.9M reactions from USPTO patents (1976-2016). The task is: Predict the product of the given reaction. (1) Given the reactants O[CH2:2][C:3]1[CH:12]=[N:11][C:10]2[N:9]3[CH2:13][CH2:14][CH2:15][CH2:16][C@H:8]3[C:7](=[O:17])[NH:6][C:5]=2[CH:4]=1.[Cl:18][C:19]1[CH:20]=[C:21]([CH:28]=[CH:29][C:30]=1[N:31]1[CH2:36][CH2:35][NH:34][CH2:33][CH2:32]1)[C:22]([NH:24][CH:25]1[CH2:27][CH2:26]1)=[O:23].[I-].C(C[P+](C)(C)C)#N.C(N(CC)C(C)C)(C)C, predict the reaction product. The product is: [Cl:18][C:19]1[CH:20]=[C:21]([CH:28]=[CH:29][C:30]=1[N:31]1[CH2:32][CH2:33][N:34]([CH2:2][C:3]2[CH:12]=[N:11][C:10]3[N:9]4[CH2:13][CH2:14][CH2:15][CH2:16][C@H:8]4[C:7](=[O:17])[NH:6][C:5]=3[CH:4]=2)[CH2:35][CH2:36]1)[C:22]([NH:24][CH:25]1[CH2:27][CH2:26]1)=[O:23]. (2) Given the reactants ClC(Cl)(O[C:5](=[O:11])OC(Cl)(Cl)Cl)Cl.[NH2:13][C:14]1[CH:19]=[CH:18][C:17]([CH2:20][C:21]([NH:23][C:24]2[CH:29]=[CH:28][C:27]([CH:30]([CH3:39])[CH2:31][C:32]([O:34][C:35]([CH3:38])([CH3:37])[CH3:36])=[O:33])=[CH:26][CH:25]=2)=[O:22])=[CH:16][C:15]=1[O:40][CH3:41].[NH:42]1[C:50]2[C:45](=[CH:46][CH:47]=[CH:48][CH:49]=2)[CH2:44][CH2:43]1, predict the reaction product. The product is: [N:42]1([C:5]([NH:13][C:14]2[CH:19]=[CH:18][C:17]([CH2:20][C:21]([NH:23][C:24]3[CH:29]=[CH:28][C:27]([CH:30]([CH3:39])[CH2:31][C:32]([O:34][C:35]([CH3:36])([CH3:37])[CH3:38])=[O:33])=[CH:26][CH:25]=3)=[O:22])=[CH:16][C:15]=2[O:40][CH3:41])=[O:11])[C:50]2[C:45](=[CH:46][CH:47]=[CH:48][CH:49]=2)[CH2:44][CH2:43]1.